This data is from Experimentally validated miRNA-target interactions with 360,000+ pairs, plus equal number of negative samples. The task is: Binary Classification. Given a miRNA mature sequence and a target amino acid sequence, predict their likelihood of interaction. The miRNA is mmu-miR-124-3p with sequence UAAGGCACGCGGUGAAUGCC. The protein sequence of the target gene is MAPLSQISSHINSTCGAENSTGVNRARPHAYYALSYCALILAIIFGNGLVCAAVLRERALQTTTNYLVVSLAVADLLVATLVMPWVVYLEVTGGVWNFSRICCDVFVTLDVMMCTASILNLCAISIDRYTAVVMPVHYQHGTGQSSCRRVALMITAVWVLAFAVSCPLLFGFNTTGDPSICSISNPDFVIYSSVVSFYVPFGVTVLVYARIYMVLRQRRRKRILTRQNSQCISIRPGFPQQSSCLRLHPIRQFSIRARFLSDATGQMEHIEDKPYPQKCQDPLLSHLQPLSPGQTHGELK.... Result: 1 (interaction).